From a dataset of Forward reaction prediction with 1.9M reactions from USPTO patents (1976-2016). Predict the product of the given reaction. Given the reactants Br[C:2]1[CH:3]=[C:4]2[C:9](=[CH:10][CH:11]=1)[N:8]=[CH:7][C:6]([C:12]([CH:14]1[CH2:16][CH2:15]1)=[O:13])=[C:5]2[NH:17][C:18]1[CH:19]=[N:20][C:21]([CH2:24][N:25]([CH3:27])[CH3:26])=[CH:22][CH:23]=1.[Cl:28][C:29]1[CH:34]=[C:33](B2OC(C)(C)C(C)(C)O2)[CH:32]=[C:31]([Cl:44])[C:30]=1[OH:45], predict the reaction product. The product is: [CH:14]1([C:12]([C:6]2[CH:7]=[N:8][C:9]3[C:4]([C:5]=2[NH:17][C:18]2[CH:19]=[N:20][C:21]([CH2:24][N:25]([CH3:26])[CH3:27])=[CH:22][CH:23]=2)=[CH:3][C:2]([C:33]2[CH:34]=[C:29]([Cl:28])[C:30]([OH:45])=[C:31]([Cl:44])[CH:32]=2)=[CH:11][CH:10]=3)=[O:13])[CH2:15][CH2:16]1.